Dataset: Reaction yield outcomes from USPTO patents with 853,638 reactions. Task: Predict the reaction yield, written as a fraction of the theoretical maximum amount of product (1.0 means a 100% yield; for example, 0.34 means a 34% yield). (1) The reactants are Cl.Cl[CH2:3][C:4]1[C:13]2[C:8](=[CH:9][C:10]([O:16][CH3:17])=[C:11]([O:14][CH3:15])[CH:12]=2)[N:7]=[CH:6][CH:5]=1.[NH:18]1[CH2:23][CH2:22][CH:21]([NH:24][C:25](=[O:31])[O:26][C:27]([CH3:30])([CH3:29])[CH3:28])[CH2:20][CH2:19]1.C(=O)([O-])[O-].[Cs+].[Cs+]. The catalyst is CN(C=O)C. The product is [CH3:15][O:14][C:11]1[CH:12]=[C:13]2[C:8](=[CH:9][C:10]=1[O:16][CH3:17])[N:7]=[CH:6][CH:5]=[C:4]2[CH2:3][N:18]1[CH2:19][CH2:20][CH:21]([NH:24][C:25](=[O:31])[O:26][C:27]([CH3:29])([CH3:28])[CH3:30])[CH2:22][CH2:23]1. The yield is 0.950. (2) The reactants are [CH2:1]([C:6]1[CH:12]=[CH:11][C:9]([NH2:10])=[CH:8][CH:7]=1)[CH2:2][CH2:3][CH2:4][CH3:5].[CH3:13][CH:14]([C:20]([CH3:22])=O)[C:15](OCC)=[O:16]. The catalyst is C1C=CC=CC=1. The product is [OH:16][C:15]1[C:8]2[C:9](=[CH:11][CH:12]=[C:6]([CH2:1][CH2:2][CH2:3][CH2:4][CH3:5])[CH:7]=2)[N:10]=[C:20]([CH3:22])[C:14]=1[CH3:13]. The yield is 0.420. (3) The reactants are [CH3:1][C:2]1[C:6]([CH2:7][N:8]2[CH:12]=[C:11]([N:13]3[C:17](=[O:18])[CH:16]([CH2:19][C:20](O)=[O:21])[NH:15][C:14]3=[O:23])[CH:10]=[N:9]2)=[C:5]([CH3:24])[O:4][N:3]=1.[CH2:25]([NH2:32])[C:26]1[CH:31]=[CH:30][CH:29]=[CH:28][CH:27]=1. No catalyst specified. The product is [CH2:25]([NH:32][C:20](=[O:21])[CH2:19][CH:16]1[C:17](=[O:18])[N:13]([C:11]2[CH:10]=[N:9][N:8]([CH2:7][C:6]3[C:2]([CH3:1])=[N:3][O:4][C:5]=3[CH3:24])[CH:12]=2)[C:14](=[O:23])[NH:15]1)[C:26]1[CH:31]=[CH:30][CH:29]=[CH:28][CH:27]=1. The yield is 0.300. (4) The reactants are [CH3:1][N:2]1[CH2:7][CH2:6][N:5]([C:8]2[CH:16]=[CH:15][C:11]([C:12](O)=[O:13])=[C:10]([N:17]([CH:24]3[CH2:29][CH2:28][O:27][CH2:26][CH2:25]3)C(=O)C(F)(F)F)[CH:9]=2)[CH2:4][CH2:3]1.[H-].[H-].[H-].[H-].[Li+].[Al+3].O. The catalyst is O1CCCC1. The product is [CH3:1][N:2]1[CH2:3][CH2:4][N:5]([C:8]2[CH:16]=[CH:15][C:11]([CH2:12][OH:13])=[C:10]([NH:17][CH:24]3[CH2:29][CH2:28][O:27][CH2:26][CH2:25]3)[CH:9]=2)[CH2:6][CH2:7]1. The yield is 0.770. (5) The catalyst is C1COCC1.[Pd]. The yield is 0.950. The product is [NH2:1][CH2:2][C:3]([NH:5][CH2:6][C:7]([O:9][C:10]([CH3:13])([CH3:12])[CH3:11])=[O:8])=[O:4]. The reactants are [NH:1](C(OCC1C=CC=CC=1)=O)[CH2:2][C:3]([NH:5][CH2:6][C:7]([O:9][C:10]([CH3:13])([CH3:12])[CH3:11])=[O:8])=[O:4]. (6) The reactants are [CH:1]([C:3]1[CH:4]=[CH:5][CH:6]=[C:7]2[C:11]=1[NH:10][CH:9]=[CH:8]2)=[CH2:2].[H-].[Na+].Br[CH2:15][CH2:16][CH2:17][CH:18]=[CH2:19].O. The catalyst is CN(C)C=O.C(OCC)(=O)C. The product is [CH2:19]([N:10]1[C:11]2[C:7](=[CH:6][CH:5]=[CH:4][C:3]=2[CH:1]=[CH2:2])[CH:8]=[CH:9]1)[CH2:18][CH2:17][CH:16]=[CH2:15]. The yield is 0.730. (7) The reactants are [NH2:1][C@H:2]([C:6]1[CH:11]=[CH:10][C:9]([Cl:12])=[CH:8][CH:7]=1)[CH2:3][CH2:4][OH:5].[C:13]([O:17][C:18]([NH:20][C:21]1([C:36](O)=[O:37])[CH2:26][CH2:25][N:24]([C:27]2[C:28]3[CH:35]=[CH:34][NH:33][C:29]=3[N:30]=[CH:31][N:32]=2)[CH2:23][CH2:22]1)=[O:19])([CH3:16])([CH3:15])[CH3:14].CCN(C(C)C)C(C)C.CN(C(ON1N=NC2C=CC=NC1=2)=[N+](C)C)C.F[P-](F)(F)(F)(F)F. The catalyst is CC(N(C)C)=O. The product is [Cl:12][C:9]1[CH:8]=[CH:7][C:6]([C@@H:2]([NH:1][C:36]([C:21]2([NH:20][C:18](=[O:19])[O:17][C:13]([CH3:15])([CH3:14])[CH3:16])[CH2:22][CH2:23][N:24]([C:27]3[C:28]4[CH:35]=[CH:34][NH:33][C:29]=4[N:30]=[CH:31][N:32]=3)[CH2:25][CH2:26]2)=[O:37])[CH2:3][CH2:4][OH:5])=[CH:11][CH:10]=1. The yield is 0.820. (8) The reactants are C1(=O)N([C:6]2[CH:11]=[CH:10][C:9]([OH:12])=[CH:8][CH:7]=2)C(=O)C=C1.[NH2:15][CH2:16][CH2:17]C[Si](OCC)(OCC)OCC.C=O. The product is [O:12]1[C:9]2[CH:10]=[CH:11][CH:6]=[CH:7][C:8]=2[CH:17]=[CH:16][NH:15]1. The catalyst is C1(C)C=CC=CC=1. The yield is 0.370. (9) The product is [CH:1]1([S:6][CH:7]([C:11]2[CH:16]=[C:15]([F:17])[CH:14]=[C:13]([F:18])[CH:12]=2)[C:8]([NH:19][C:20]2[CH:25]=[CH:24][CH:23]=[CH:22][N:21]=2)=[O:10])[CH2:2][CH2:3][CH2:4][CH2:5]1. The reactants are [CH:1]1([S:6][CH:7]([C:11]2[CH:16]=[C:15]([F:17])[CH:14]=[C:13]([F:18])[CH:12]=2)[C:8]([OH:10])=O)[CH2:5][CH2:4][CH2:3][CH2:2]1.[NH2:19][C:20]1[CH:25]=[CH:24][CH:23]=[CH:22][N:21]=1. The catalyst is C1COCC1. The yield is 0.760. (10) The reactants are [Cl:1][C:2]1[S:6][C:5]([C:7]([OH:9])=O)=[CH:4][C:3]=1C.C(N(C(C)C)CC)(C)C.C1CN([P+]([Br:36])(N2CCCC2)N2CCCC2)CC1.F[P-](F)(F)(F)(F)F.[NH2:44][CH:45]([CH2:55][C:56]1[CH:61]=[CH:60][CH:59]=[CH:58][CH:57]=1)[CH2:46][NH:47][C:48](=[O:54])[O:49][C:50]([CH3:53])([CH3:52])[CH3:51]. The catalyst is C(Cl)Cl. The product is [Br:36][C:3]1[CH:4]=[C:5]([C:7]([NH:44][CH:45]([CH2:55][C:56]2[CH:57]=[CH:58][CH:59]=[CH:60][CH:61]=2)[CH2:46][NH:47][C:48](=[O:54])[O:49][C:50]([CH3:53])([CH3:51])[CH3:52])=[O:9])[S:6][C:2]=1[Cl:1]. The yield is 0.970.